From a dataset of Catalyst prediction with 721,799 reactions and 888 catalyst types from USPTO. Predict which catalyst facilitates the given reaction. Reactant: [N:1]1([C:6]2[CH:25]=[CH:24][C:9]([CH2:10][C:11]3[C:12]([CH3:23])=[CH:13][C:14]([CH:21]=O)=[C:15]([CH:20]=3)[C:16](OC)=[O:17])=[CH:8][CH:7]=2)[CH:5]=[CH:4][CH:3]=[N:2]1.[CH3:26][O:27][C:28]1[CH:33]=[C:32]([O:34][CH3:35])[CH:31]=[CH:30][C:29]=1[CH2:36][NH2:37].S([O-])([O-])(=O)=O.[Mg+2]. Product: [N:1]1([C:6]2[CH:25]=[CH:24][C:9]([CH2:10][C:11]3[CH:20]=[C:15]4[C:14]([CH2:21][N:37]([CH2:36][C:29]5[CH:30]=[CH:31][C:32]([O:34][CH3:35])=[CH:33][C:28]=5[O:27][CH3:26])[C:16]4=[O:17])=[CH:13][C:12]=3[CH3:23])=[CH:8][CH:7]=2)[CH:5]=[CH:4][CH:3]=[N:2]1. The catalyst class is: 1.